From a dataset of Forward reaction prediction with 1.9M reactions from USPTO patents (1976-2016). Predict the product of the given reaction. (1) The product is: [NH:2]1[CH:3]=[CH:4][C:5]([C:7]2[N:15]3[C:10]([CH:11]=[CH:12][CH:13]=[CH:14]3)=[CH:9][C:8]=2[C:16]([O:18][CH2:19][CH3:20])=[O:17])=[N:23]1. Given the reactants C[N:2](C)[CH:3]=[CH:4][C:5]([C:7]1[N:15]2[C:10]([CH:11]=[CH:12][CH:13]=[CH:14]2)=[CH:9][C:8]=1[C:16]([O:18][CH2:19][CH3:20])=[O:17])=O.O.[NH2:23]N, predict the reaction product. (2) Given the reactants [NH2:1][C:2](=[N:39][C:40]([O:42][CH2:43][C:44]([CH3:46])=[CH2:45])=[O:41])[C:3]1[CH:8]=[CH:7][C:6]([NH:9][C@@H:10]([C:27]2[NH:31][C:30](=[O:32])[N:29]([C:33]3[N:38]=[CH:37][CH:36]=[CH:35][N:34]=3)[N:28]=2)[C:11]2[C:12]([F:26])=[C:13]([CH:21]=[C:22]([O:24][CH3:25])[CH:23]=2)[O:14][CH2:15][CH2:16][O:17][C:18](=[O:20])[CH3:19])=[CH:5][CH:4]=1.[F:47][CH2:48][C:49]([O:52][C:53](=O)[O:54]CCl)(C)C.[C:58](=O)([O-])[O-].[Rb+].[Rb+].CN(C)[C:66](=[O:68])[CH3:67], predict the reaction product. The product is: [NH2:1][C:2](=[N:39][C:40]([O:42][CH2:43][C:44]([CH3:46])=[CH2:45])=[O:41])[C:3]1[CH:4]=[CH:5][C:6]([NH:9][C@@H:10]([CH:27]2[N:31]=[C:30]([O:32][C:66]([O:68][C:53]([O:52][CH2:49][CH2:48][F:47])=[O:54])([CH3:58])[CH3:67])[N:29]([C:33]3[N:38]=[CH:37][CH:36]=[CH:35][N:34]=3)[NH:28]2)[C:11]2[C:12]([F:26])=[C:13]([CH:21]=[C:22]([O:24][CH3:25])[CH:23]=2)[O:14][CH2:15][CH2:16][O:17][C:18](=[O:20])[CH3:19])=[CH:7][CH:8]=1. (3) Given the reactants [CH2:1]([O:8][C@@H:9]([C@@H:11]1[NH:16][C:15](=[O:17])[CH2:14][O:13][CH2:12]1)[CH3:10])[C:2]1[CH:7]=[CH:6][CH:5]=[CH:4][CH:3]=1.[C:18]([O:22][C:23](O[C:23]([O:22][C:18]([CH3:21])([CH3:20])[CH3:19])=[O:24])=[O:24])([CH3:21])([CH3:20])[CH3:19].C(N(CC)CC)C.N1C=CN=C1, predict the reaction product. The product is: [C:18]([O:22][C:23]([N:16]1[C:15](=[O:17])[CH2:14][O:13][CH2:12][C@@H:11]1[C@H:9]([O:8][CH2:1][C:2]1[CH:7]=[CH:6][CH:5]=[CH:4][CH:3]=1)[CH3:10])=[O:24])([CH3:21])([CH3:20])[CH3:19]. (4) The product is: [C:1]1([CH3:13])[CH:2]=[CH:3][C:4]([C:7]2([C:10]([O:12][CH3:14])=[O:11])[CH2:9][CH2:8]2)=[CH:5][CH:6]=1. Given the reactants [C:1]1([CH3:13])[CH:6]=[CH:5][C:4]([C:7]2([C:10]([OH:12])=[O:11])[CH2:9][CH2:8]2)=[CH:3][CH:2]=1.[CH2:14]1CCN2C(=NCCC2)CC1.CI, predict the reaction product. (5) Given the reactants [NH2:1][C@@H:2]1[C:16](=[O:17])[N:15]2[CH2:18][C@H:19]([O:21][C:22]3[CH:31]=[N:30][C:29]4[C:24](=[CH:25][CH:26]=[CH:27][CH:28]=4)[N:23]=3)[CH2:20][C@H:14]2[C:13](=[O:32])[NH:12][C@:11]2([C:34]([NH:36][S:37]([CH:40]3[CH2:42][CH2:41]3)(=[O:39])=[O:38])=[O:35])[CH2:33][C@H:10]2[CH2:9][C:8]([F:44])([F:43])[CH2:7][CH2:6][CH2:5][CH2:4][CH2:3]1.Cl.N1C=CC=CC=1.[CH3:52][C:53]1[O:57][N:56]=[C:55]([C:58](O)=[O:59])[CH:54]=1.CN(C(ON1N=NC2C=CC=NC1=2)=[N+](C)C)C.F[P-](F)(F)(F)(F)F, predict the reaction product. The product is: [CH:40]1([S:37]([NH:36][C:34]([C@@:11]23[CH2:33][C@H:10]2[CH2:9][C:8]([F:43])([F:44])[CH2:7][CH2:6][CH2:5][CH2:4][CH2:3][C@H:2]([NH:1][C:58]([C:55]2[CH:54]=[C:53]([CH3:52])[O:57][N:56]=2)=[O:59])[C:16](=[O:17])[N:15]2[CH2:18][C@H:19]([O:21][C:22]4[CH:31]=[N:30][C:29]5[C:24](=[CH:25][CH:26]=[CH:27][CH:28]=5)[N:23]=4)[CH2:20][C@H:14]2[C:13](=[O:32])[NH:12]3)=[O:35])(=[O:39])=[O:38])[CH2:42][CH2:41]1. (6) Given the reactants [F:1][C:2]1[C:7]([SH:8])=[C:6]([F:9])[C:5]([F:10])=[C:4]([F:11])[C:3]=1[F:12].C1C(=O)N(Cl)C(=O)C1.[C:21]1([Zn]Br)[CH:26]=[CH:25][CH:24]=[CH:23][CH:22]=1, predict the reaction product. The product is: [F:1][C:2]1[C:3]([F:12])=[C:4]([F:11])[C:5]([F:10])=[C:6]([F:9])[C:7]=1[S:8][C:21]1[CH:26]=[CH:25][CH:24]=[CH:23][CH:22]=1. (7) Given the reactants [Br:1][C:2]1[CH:3]=[C:4]([C:7]([F:10])=[CH:8][N:9]=1)[CH:5]=[O:6].[CH2:11](O)[CH2:12][OH:13].O.C1(C)C=CC(S(O)(=O)=O)=CC=1, predict the reaction product. The product is: [Br:1][C:2]1[CH:3]=[C:4]([CH:5]2[O:13][CH2:12][CH2:11][O:6]2)[C:7]([F:10])=[CH:8][N:9]=1. (8) Given the reactants Cl.FC1C=C(C=CC=1)CN1C=C(C2C3C(=NC=C(C4C=CC(C5CCNCC5)=CC=4)C=3)N(S(C3C=CC(C)=CC=3)(=O)=O)C=2)C=N1.[F:46][C:47]1[CH:48]=[C:49]([CH:94]=[C:95]([F:97])[CH:96]=1)[CH2:50][N:51]1[CH:55]=[CH:54][C:53]([C:56]2[C:64]3[C:59](=[N:60][CH:61]=[C:62]([C:65]4[CH:70]=[CH:69][C:68]([N:71]5[CH2:76][CH2:75][N:74]([C:77]([O:79][C:80]([CH3:83])([CH3:82])[CH3:81])=[O:78])[CH2:73][CH2:72]5)=[CH:67][CH:66]=4)[CH:63]=3)[N:58](S(C3C=CC(C)=CC=3)(=O)=O)[CH:57]=2)=[N:52]1.[OH-].[Li+], predict the reaction product. The product is: [F:97][C:95]1[CH:94]=[C:49]([CH:48]=[C:47]([F:46])[CH:96]=1)[CH2:50][N:51]1[CH:55]=[CH:54][C:53]([C:56]2[C:64]3[C:59](=[N:60][CH:61]=[C:62]([C:65]4[CH:66]=[CH:67][C:68]([N:71]5[CH2:72][CH2:73][N:74]([C:77]([O:79][C:80]([CH3:83])([CH3:82])[CH3:81])=[O:78])[CH2:75][CH2:76]5)=[CH:69][CH:70]=4)[CH:63]=3)[NH:58][CH:57]=2)=[N:52]1. (9) Given the reactants [F:1][C:2]([F:18])([F:17])[C:3]1[O:7][N:6]=[C:5]([C:8]2[S:12][C:11]([C:13]([OH:15])=O)=[CH:10][CH:9]=2)[C:4]=1[CH3:16].[NH:19]1[CH2:24][CH2:23][CH2:22][CH:21]([CH2:25][OH:26])[CH2:20]1.C1COCC1.N1CCCCC1, predict the reaction product. The product is: [OH:26][CH2:25][CH:21]1[CH2:22][CH2:23][CH2:24][N:19]([C:13]([C:11]2[S:12][C:8]([C:5]3[C:4]([CH3:16])=[C:3]([C:2]([F:1])([F:18])[F:17])[O:7][N:6]=3)=[CH:9][CH:10]=2)=[O:15])[CH2:20]1.